From a dataset of Catalyst prediction with 721,799 reactions and 888 catalyst types from USPTO. Predict which catalyst facilitates the given reaction. (1) Reactant: Br[C:2]1[CH:7]=[CH:6][C:5]([Br:8])=[CH:4][N:3]=1.[OH:9][CH:10]1[CH2:15][CH2:14][NH:13][CH2:12][CH2:11]1.C(=O)([O-])[O-].[K+].[K+]. Product: [OH:9][CH:10]1[CH2:15][CH2:14][N:13]([C:2]2[CH:7]=[CH:6][C:5]([Br:8])=[CH:4][N:3]=2)[CH2:12][CH2:11]1. The catalyst class is: 60. (2) Product: [OH:1][C:2]([CH3:27])([CH3:3])[C:4](=[O:26])[CH2:5][CH2:6][C@@H:7]([C@@H:15]1[C@:23]2([CH3:24])[C@H:18]([C:19](=[O:25])[CH2:20][CH2:21][CH2:22]2)[CH2:17][CH2:16]1)[CH2:8][CH2:9][CH2:10][C:11]([OH:14])([CH3:13])[CH3:12]. Reactant: [OH:1][C:2]([CH3:27])([C:4](=[O:26])[CH2:5][CH2:6][C@@H:7]([C@@H:15]1[C@:23]2([CH3:24])[C@H:18]([C@@H:19]([OH:25])[CH2:20][CH2:21][CH2:22]2)[CH2:17][CH2:16]1)[CH2:8][CH2:9][CH2:10][C:11]([OH:14])([CH3:13])[CH3:12])[CH3:3].ClCCl.[Cr](O[Cr]([O-])(=O)=O)([O-])(=O)=O.[NH+]1C=CC=CC=1.[NH+]1C=CC=CC=1.C(OCC)(=O)C.CCCCCC. The catalyst class is: 244. (3) Reactant: [N:1]1([C:7]([NH:9][CH:10]([CH2:14][S:15]([CH2:18][C:19]2[CH:24]=[CH:23][CH:22]=[CH:21][CH:20]=2)(=[O:17])=[O:16])[C:11](O)=[O:12])=[O:8])[CH2:6][CH2:5][O:4][CH2:3][CH2:2]1.[C:25]([O:29][C:30]([N:32]1[CH2:36][CH:35]([OH:37])[CH:34]([NH2:38])[CH2:33]1)=[O:31])([CH3:28])([CH3:27])[CH3:26].C(Cl)CCl.C1C=CC2N(O)N=NC=2C=1.CN1CCOCC1. Product: [C:25]([O:29][C:30]([N:32]1[CH2:33][CH:34]([NH:38][C:11](=[O:12])[CH:10]([NH:9][C:7]([N:1]2[CH2:2][CH2:3][O:4][CH2:5][CH2:6]2)=[O:8])[CH2:14][S:15]([CH2:18][C:19]2[CH:24]=[CH:23][CH:22]=[CH:21][CH:20]=2)(=[O:17])=[O:16])[CH:35]([OH:37])[CH2:36]1)=[O:31])([CH3:28])([CH3:26])[CH3:27]. The catalyst class is: 4. (4) Reactant: [F:1][C:2]1[CH:7]=[CH:6][C:5]([C:8]2[C:9]3[CH2:20][NH:19][CH2:18][CH2:17][C:10]=3[N:11]=[C:12]([CH:14]([CH3:16])[CH3:15])[N:13]=2)=[CH:4][CH:3]=1.[C:21]([OH:33])(=[O:32])[CH2:22][C:23]([CH2:28][C:29]([OH:31])=[O:30])([C:25]([OH:27])=[O:26])[OH:24]. Product: [C:21]([OH:33])(=[O:32])[CH2:22][C:23]([CH2:28][C:29]([OH:31])=[O:30])([C:25]([OH:27])=[O:26])[OH:24].[F:1][C:2]1[CH:7]=[CH:6][C:5]([C:8]2[C:9]3[CH2:20][NH:19][CH2:18][CH2:17][C:10]=3[N:11]=[C:12]([CH:14]([CH3:16])[CH3:15])[N:13]=2)=[CH:4][CH:3]=1. The catalyst class is: 863. (5) Reactant: [N:1]([CH:4]1[C:13](=[O:14])[C:12]2[C:7](=[CH:8][C:9]([C:15]#[N:16])=[CH:10][CH:11]=2)[O:6][CH2:5]1)=[N+:2]=[N-:3].O.[BH4-].[Na+]. Product: [N:1]([CH:4]1[CH:13]([OH:14])[C:12]2[C:7](=[CH:8][C:9]([C:15]#[N:16])=[CH:10][CH:11]=2)[O:6][CH2:5]1)=[N+:2]=[N-:3]. The catalyst class is: 1. (6) Reactant: [CH:1]1[C:13]2[NH:12][C:11]3[C:6](=[CH:7][CH:8]=[CH:9][CH:10]=3)[C:5]=2[CH:4]=[CH:3][CH:2]=1.[H-].[Na+].I[CH3:17]. Product: [CH3:17][N:12]1[C:11]2[CH:10]=[CH:9][CH:8]=[CH:7][C:6]=2[C:5]2[C:13]1=[CH:1][CH:2]=[CH:3][CH:4]=2. The catalyst class is: 3.